From a dataset of Peptide-MHC class II binding affinity with 134,281 pairs from IEDB. Regression. Given a peptide amino acid sequence and an MHC pseudo amino acid sequence, predict their binding affinity value. This is MHC class II binding data. The peptide sequence is ASRELERFAVNPGLL. The MHC is DRB3_0101 with pseudo-sequence DRB3_0101. The binding affinity (normalized) is 0.383.